This data is from Peptide-MHC class I binding affinity with 185,985 pairs from IEDB/IMGT. The task is: Regression. Given a peptide amino acid sequence and an MHC pseudo amino acid sequence, predict their binding affinity value. This is MHC class I binding data. The peptide sequence is IIYVGCGER. The MHC is HLA-B51:01 with pseudo-sequence HLA-B51:01. The binding affinity (normalized) is 0.0847.